Dataset: Full USPTO retrosynthesis dataset with 1.9M reactions from patents (1976-2016). Task: Predict the reactants needed to synthesize the given product. Given the product [Br:17][C:13]1[CH:12]=[C:11]2[C:16]([C:7](=[N:6][OH:5])[CH:8]=[C:9]([C:18]3[N:19]=[CH:20][C:21]4[C:26]([CH:27]=3)=[CH:25][CH:24]=[CH:23][CH:22]=4)[O:10]2)=[CH:15][CH:14]=1, predict the reactants needed to synthesize it. The reactants are: C([O:5][N:6]=[C:7]1[C:16]2[C:11](=[CH:12][C:13]([Br:17])=[CH:14][CH:15]=2)[O:10][C:9]([C:18]2[N:19]=[CH:20][C:21]3[C:26]([CH:27]=2)=[CH:25][CH:24]=[CH:23][CH:22]=3)=[CH:8]1)(C)(C)C.